Dataset: Serine/threonine kinase 33 screen with 319,792 compounds. Task: Binary Classification. Given a drug SMILES string, predict its activity (active/inactive) in a high-throughput screening assay against a specified biological target. The compound is S(=O)(=O)(Nc1cc2OCOc2cc1)c1cc(c(OC)cc1)C(O)=O. The result is 0 (inactive).